This data is from Forward reaction prediction with 1.9M reactions from USPTO patents (1976-2016). The task is: Predict the product of the given reaction. Given the reactants [C:1]1([CH:7]2[CH2:11][CH2:10][O:9][C:8]2=[O:12])[CH:6]=[CH:5][CH:4]=[CH:3][CH:2]=1, predict the reaction product. The product is: [CH:1]1([CH:7]2[CH2:11][CH2:10][O:9][C:8]2=[O:12])[CH2:2][CH2:3][CH2:4][CH2:5][CH2:6]1.